From a dataset of Full USPTO retrosynthesis dataset with 1.9M reactions from patents (1976-2016). Predict the reactants needed to synthesize the given product. The reactants are: [CH:1]([C:4]1[S:8][C:7]([C:9]([O:11]CC)=[O:10])=[N:6][CH:5]=1)([CH3:3])[CH3:2].[OH-].[Li+]. Given the product [CH:1]([C:4]1[S:8][C:7]([C:9]([OH:11])=[O:10])=[N:6][CH:5]=1)([CH3:3])[CH3:2], predict the reactants needed to synthesize it.